This data is from Full USPTO retrosynthesis dataset with 1.9M reactions from patents (1976-2016). The task is: Predict the reactants needed to synthesize the given product. (1) Given the product [OH:14][CH2:15][C:16]1[CH:17]=[CH:18][CH:19]=[CH:20][C:21]=1[C:12]([NH2:3])=[O:13], predict the reactants needed to synthesize it. The reactants are: C([N:3](CC)CC)C.[Al+3].[Cl-].[Cl-].[Cl-].[C:12]1([C:21]2[C:16](=[CH:17][CH:18]=[CH:19][CH:20]=2)[CH2:15][O:14]1)=[O:13].CCOC(C)=O. (2) Given the product [Si:1]([O:8][C:9]1[CH:10]=[CH:11][C:12]2[CH:18]([CH2:19][CH2:20][OH:21])[CH:17]([C:29]3[CH:30]=[CH:31][C:32]([O:35][Si:36]([C:39]([CH3:42])([CH3:41])[CH3:40])([CH3:37])[CH3:38])=[CH:33][CH:34]=3)[CH2:16][CH2:15][CH2:14][C:13]=2[CH:43]=1)([C:4]([CH3:6])([CH3:5])[CH3:7])([CH3:3])[CH3:2], predict the reactants needed to synthesize it. The reactants are: [Si:1]([O:8][C:9]1[CH:10]=[CH:11][C:12]2[CH:18]([CH2:19][CH2:20][O:21][Si](C(C)(C)C)(C)C)[CH:17]([C:29]3[CH:34]=[CH:33][C:32]([O:35][Si:36]([C:39]([CH3:42])([CH3:41])[CH3:40])([CH3:38])[CH3:37])=[CH:31][CH:30]=3)[CH2:16][CH2:15][CH2:14][C:13]=2[CH:43]=1)([C:4]([CH3:7])([CH3:6])[CH3:5])([CH3:3])[CH3:2].C(#N)C.O.O.O.O.O.O.O.[Cl-].[Cl-].[Cl-].[Ce+3]. (3) Given the product [OH:4][CH:5]1[O:13][C@H:12]([CH2:14][OH:15])[C@@H:10]([OH:11])[C@H:8]([OH:9])[C@H:6]1[NH2:7], predict the reactants needed to synthesize it. The reactants are: [OH-].[Na+].Cl.[OH:4][CH:5]1[O:13][C@H:12]([CH2:14][OH:15])[C@@H:10]([OH:11])[C@H:8]([OH:9])[C@H:6]1[NH2:7]. (4) Given the product [Cl:17][C:11]1[C:10]2[CH:9]=[C:8]([O:18][CH3:19])[CH:7]=[CH:6][C:5]=2[N:4]=[C:3]2[CH2:2][N:22]([CH2:20][CH3:21])[C:13](=[O:15])[C:12]=12, predict the reactants needed to synthesize it. The reactants are: Br[CH2:2][C:3]1[C:12]([C:13]([O:15]C)=O)=[C:11]([Cl:17])[C:10]2[C:5](=[CH:6][CH:7]=[C:8]([O:18][CH3:19])[CH:9]=2)[N:4]=1.[CH2:20]([NH2:22])[CH3:21]. (5) Given the product [Cl:20][C:19]1[C:14]([NH:13][CH:4]2[CH2:5][CH2:6][C:7]3([CH2:8][CH2:9][N:10]([C:31](=[O:32])[CH2:30][C:28]#[N:29])[CH2:11][CH2:12]3)[CH2:2][CH2:3]2)=[N:15][C:16]([NH:21][C:22]2[N:23]=[CH:24][N:25]([CH3:27])[CH:26]=2)=[N:17][CH:18]=1, predict the reactants needed to synthesize it. The reactants are: Cl.[CH2:2]1[C:7]2([CH2:12][CH2:11][NH:10][CH2:9][CH2:8]2)[CH2:6][CH2:5][CH:4]([NH:13][C:14]2[C:19]([Cl:20])=[CH:18][N:17]=[C:16]([NH:21][C:22]3[N:23]=[CH:24][N:25]([CH3:27])[CH:26]=3)[N:15]=2)[CH2:3]1.[C:28]([CH2:30][C:31](O)=[O:32])#[N:29].C1C=NC2N(O)N=NC=2C=1.CCN=C=NCCCN(C)C. (6) Given the product [F:1][C:2]([F:4])([F:3])[C:5]([OH:6])([C:9]#[C:10][CH3:11])[CH2:7][CH3:8], predict the reactants needed to synthesize it. The reactants are: [F:1][C:2]([C:5]([CH2:7][CH3:8])=[O:6])([F:4])[F:3].[C:9]([Mg]Br)#[C:10][CH3:11]. (7) The reactants are: [NH:1]1[C:9]2[C:4](=[CH:5][CH:6]=[CH:7][CH:8]=2)[C:3]([C:10]([O:12][CH3:13])=[O:11])=[N:2]1.[C:14]1(B(O)O)[CH:19]=[CH:18][CH:17]=[CH:16][CH:15]=1.N1C=CC=CC=1. Given the product [C:14]1([N:1]2[C:9]3[C:4](=[CH:5][CH:6]=[CH:7][CH:8]=3)[C:3]([C:10]([O:12][CH3:13])=[O:11])=[N:2]2)[CH:19]=[CH:18][CH:17]=[CH:16][CH:15]=1, predict the reactants needed to synthesize it. (8) Given the product [F:22][C:19]([F:21])([F:20])[C:18]([NH:17][C@H:16]1[C@@H:10]2[N:11]([C:12]3[C:2]([CH3:30])=[CH:3][C:4]([F:28])=[CH:5][C:6]=3[O:7][C:8]3[CH:27]=[CH:26][CH:25]=[CH:24][C:9]=32)[CH2:13][CH2:14][CH2:15]1)=[O:23], predict the reactants needed to synthesize it. The reactants are: Br[C:2]1[C:12]2[N:11]3[CH2:13][CH2:14][CH2:15][C@@H:16]([NH:17][C:18](=[O:23])[C:19]([F:22])([F:21])[F:20])[C@H:10]3[C:9]3[CH:24]=[CH:25][CH:26]=[CH:27][C:8]=3[O:7][C:6]=2[CH:5]=[C:4]([F:28])[CH:3]=1.[Cl-].[CH3:30][Zn+].O. (9) Given the product [ClH:19].[Cl:19][C:16]1[CH:17]=[CH:18][C:11]2[CH2:10][CH2:9][NH:8][CH2:14][CH2:13][C:12]=2[C:15]=1[S:20][CH2:21][C:28]1[CH:29]=[CH:30][CH:31]=[CH:32][N:27]=1, predict the reactants needed to synthesize it. The reactants are: C(OC([N:8]1[CH2:14][CH2:13][C:12]2[C:15]([S:20][C:21](N(C)C)=O)=[C:16]([Cl:19])[CH:17]=[CH:18][C:11]=2[CH2:10][CH2:9]1)=O)(C)(C)C.Cl.[N:27]1[CH:32]=[CH:31][CH:30]=[CH:29][C:28]=1CCl. (10) Given the product [Br:1][C:2]1[N:6]([S:7]([C:10]2[CH:15]=[CH:14][CH:13]=[CH:12][CH:11]=2)(=[O:9])=[O:8])[CH:5]=[C:4]([CH2:16][OH:17])[CH:3]=1, predict the reactants needed to synthesize it. The reactants are: [Br:1][C:2]1[N:6]([S:7]([C:10]2[CH:15]=[CH:14][CH:13]=[CH:12][CH:11]=2)(=[O:9])=[O:8])[CH:5]=[C:4]([C:16](OC)=[O:17])[CH:3]=1.[H-].C([Al+]CC(C)C)C(C)C.Cl.